This data is from Forward reaction prediction with 1.9M reactions from USPTO patents (1976-2016). The task is: Predict the product of the given reaction. (1) Given the reactants [C:1]([O:7][CH2:8][C:9]1[CH:14]=[CH:13][C:12]([N+:15]([O-:17])=[O:16])=[C:11]([OH:18])[CH:10]=1)(=[O:6])[C:2]([CH3:5])([CH3:4])[CH3:3].C1C=CC(N([S:26]([C:29]([F:32])([F:31])[F:30])(=[O:28])=[O:27])[S:26]([C:29]([F:32])([F:31])[F:30])(=[O:28])=[O:27])=CC=1.C(N(CC)C(C)C)(C)C, predict the reaction product. The product is: [C:1]([O:7][CH2:8][C:9]1[CH:14]=[CH:13][C:12]([N+:15]([O-:17])=[O:16])=[C:11]([O:18][S:26]([C:29]([F:32])([F:31])[F:30])(=[O:28])=[O:27])[CH:10]=1)(=[O:6])[C:2]([CH3:5])([CH3:4])[CH3:3]. (2) Given the reactants [Br:1][C:2]1[CH:7]=[CH:6][C:5](I)=[CH:4][CH:3]=1.[F:9][C:10]1[CH:15]=[CH:14][CH:13]=[C:12]([F:16])[C:11]=1[B-](F)(F)F.[K+].P([O-])([O-])([O-])=O.[K+].[K+].[K+].C(O)C, predict the reaction product. The product is: [Br:1][C:2]1[CH:7]=[CH:6][C:5]([C:11]2[C:10]([F:9])=[CH:15][CH:14]=[CH:13][C:12]=2[F:16])=[CH:4][CH:3]=1. (3) Given the reactants N1C2C=CC=CC=2N=C1C1[CH2:15][CH2:14][N:13]([CH2:16][CH2:17][CH:18]2[O:22][C:21](=[O:23])[C:20]([CH2:26][CH3:27])([CH2:24][CH3:25])[CH2:19]2)[CH2:12][CH2:11]1.[F:28][C:29]1[CH:30]=[CH:31][C:32]([N:35]2CCNCC2)=[N:33][CH:34]=1.N1(C2C=CC=CC=2C#N)CCNCC1.CC1C=CC(S(OCCC2CC3(CCCC3)C(=O)O2)(=O)=O)=CC=1.CC1C=CC(S(OCCC2CC(CC)(CC)C(=O)O2)(=O)=O)=CC=1, predict the reaction product. The product is: [F:28][C:29]1[CH:30]=[CH:31][C:32]([N:35]2[CH2:11][CH2:12][N:13]([CH2:16][CH2:17][CH:18]3[CH2:19][C:20]4([CH2:24][CH2:25][CH2:27][CH2:26]4)[C:21](=[O:23])[O:22]3)[CH2:14][CH2:15]2)=[N:33][CH:34]=1. (4) The product is: [F:28][C:26]1[CH:27]=[C:22]2[C:23](=[N:24][CH:25]=1)[O:29][CH2:2][CH2:3][O:4][NH:5][C:6](=[O:7])[C:8]1=[C:12]3[N:13]=[C:14]([CH:15]=[CH:16][N:11]3[N:10]=[CH:9]1)[N:17]1[C@@H:18]2[CH2:19][CH2:20][CH2:21]1. Given the reactants Cl[CH2:2][CH2:3][O:4][NH:5][C:6]([C:8]1[CH:9]=[N:10][N:11]2[CH:16]=[CH:15][C:14]([N:17]3[CH2:21][CH2:20][CH2:19][C@@H:18]3[C:22]3[C:23](=[O:29])[NH:24][CH:25]=[C:26]([F:28])[CH:27]=3)=[N:13][C:12]=12)=[O:7].C([O-])([O-])=O.[Cs+].[Cs+], predict the reaction product. (5) The product is: [NH2:11][C:10]1[C:2]([F:1])=[C:3]([CH:7]=[CH:8][CH:9]=1)[C:4]([O:6][CH3:16])=[O:5]. Given the reactants [F:1][C:2]1[C:10]([N+:11]([O-])=O)=[CH:9][CH:8]=[CH:7][C:3]=1[C:4]([O-:6])=[O:5].[Cl-].[NH4+].[CH3:16]O, predict the reaction product. (6) The product is: [Cl:4][C:5]1[CH:10]=[C:9]([Cl:11])[C:8]([N+:13]([O-:15])=[O:14])=[CH:7][C:6]=1[CH3:12]. Given the reactants CNC.[Cl:4][C:5]1[CH:10]=[C:9]([Cl:11])[CH:8]=[CH:7][C:6]=1[CH3:12].[N+:13]([O-])([O-:15])=[O:14].[Na+].S(=O)(=O)(O)O, predict the reaction product. (7) Given the reactants CS([CH2:5][CH:6]=[CH:7][CH2:8]S(C)(=O)=O)(=O)=O.[CH3:13][O:14][C:15]1[CH:22]=[CH:21][C:18]([CH2:19][NH2:20])=[CH:17][CH:16]=1, predict the reaction product. The product is: [CH3:13][O:14][C:15]1[CH:22]=[CH:21][C:18]([CH2:19][N:20]2[CH2:8][CH:7]=[CH:6][CH2:5]2)=[CH:17][CH:16]=1.